From a dataset of Full USPTO retrosynthesis dataset with 1.9M reactions from patents (1976-2016). Predict the reactants needed to synthesize the given product. (1) The reactants are: [Br:1][C:2]1[CH:7]=[CH:6][C:5]([CH:8]([O:22]C(=O)C)[C:9](=[O:21])[NH:10][C:11]2[CH:16]=[CH:15][C:14]([C:17]([F:20])([F:19])[F:18])=[CH:13][CH:12]=2)=[CH:4][CH:3]=1. Given the product [Br:1][C:2]1[CH:3]=[CH:4][C:5]([CH:8]([OH:22])[C:9]([NH:10][C:11]2[CH:16]=[CH:15][C:14]([C:17]([F:19])([F:20])[F:18])=[CH:13][CH:12]=2)=[O:21])=[CH:6][CH:7]=1, predict the reactants needed to synthesize it. (2) Given the product [C:28]([N:25]1[C:26]([CH3:27])=[C:22]([C:20]2[CH:19]=[C:4]3[C:3]([C@:2]4([CH3:1])[C:8]([CH3:10])([CH3:9])[C@H:5]3[CH2:6][CH2:7]4)=[N:34][N:33]=2)[CH:23]=[N:24]1)([CH3:31])([CH3:30])[CH3:29], predict the reactants needed to synthesize it. The reactants are: [CH3:1][C@@:2]12[C:8]([CH3:10])([CH3:9])[C@@H:5]([CH2:6][CH2:7]1)[C:4](=O)[C:3]2=O.COP([CH2:19][C:20]([C:22]1[CH:23]=[N:24][N:25]([C:28]([CH3:31])([CH3:30])[CH3:29])[C:26]=1[CH3:27])=O)(=O)OC.O.[NH2:33][NH2:34]. (3) Given the product [CH2:10]([N:17]1[CH2:34][CH2:33][C:20]2([C:24](=[O:25])[N:23]([C:26]3[CH2:27][O:28][C:29](=[O:32])[C:30]=3[CH3:31])[CH2:22][CH2:21]2)[CH:19]([F:7])[CH2:18]1)[C:11]1[CH:16]=[CH:15][CH:14]=[CH:13][CH:12]=1, predict the reactants needed to synthesize it. The reactants are: CCN(S(F)(F)[F:7])CC.[CH2:10]([N:17]1[CH2:34][CH2:33][C:20]2([C:24](=[O:25])[N:23]([C:26]3[CH2:27][O:28][C:29](=[O:32])[C:30]=3[CH3:31])[CH2:22][CH2:21]2)[CH:19](O)[CH2:18]1)[C:11]1[CH:16]=[CH:15][CH:14]=[CH:13][CH:12]=1. (4) Given the product [Cl:22][C:23]1[CH:24]=[CH:25][C:26]([NH:35][C:36]2[C:41]([Cl:42])=[CH:40][N:39]=[C:38]([NH:21][C:4]3[C:3]([O:2][CH3:1])=[CH:20][C:7]4[CH2:8][CH2:9][N:10]([CH:13]([CH2:14][O:15][CH3:16])[CH2:17][O:18][CH3:19])[CH2:11][CH2:12][C:6]=4[CH:5]=3)[N:37]=2)=[C:27]([S:29]([N:32]([CH3:34])[CH3:33])(=[O:30])=[O:31])[CH:28]=1, predict the reactants needed to synthesize it. The reactants are: [CH3:1][O:2][C:3]1[C:4]([NH2:21])=[CH:5][C:6]2[CH2:12][CH2:11][N:10]([CH:13]([CH2:17][O:18][CH3:19])[CH2:14][O:15][CH3:16])[CH2:9][CH2:8][C:7]=2[CH:20]=1.[Cl:22][C:23]1[CH:24]=[CH:25][C:26]([NH:35][C:36]2[C:41]([Cl:42])=[CH:40][N:39]=[C:38](Cl)[N:37]=2)=[C:27]([S:29]([N:32]([CH3:34])[CH3:33])(=[O:31])=[O:30])[CH:28]=1.